From a dataset of Forward reaction prediction with 1.9M reactions from USPTO patents (1976-2016). Predict the product of the given reaction. (1) Given the reactants [C:1]([NH:4][C:5]1[CH:13]=[CH:12][C:8]([C:9]([OH:11])=O)=[CH:7][CH:6]=1)(=[O:3])[CH3:2].[CH3:14][C:15]1[N:16]=[C:17]([NH2:26])[S:18][C:19]=1[CH2:20][CH2:21][O:22][N+:23]([O-:25])=[O:24], predict the reaction product. The product is: [C:1]([NH:4][C:5]1[CH:6]=[CH:7][C:8]([C:9]([NH:26][C:17]2[S:18][C:19]([CH2:20][CH2:21][O:22][N+:23]([O-:25])=[O:24])=[C:15]([CH3:14])[N:16]=2)=[O:11])=[CH:12][CH:13]=1)(=[O:3])[CH3:2]. (2) Given the reactants [CH3:1][Si]([N-][Si](C)(C)C)(C)C.[Li+].[CH3:11][CH2:12][CH2:13][CH2:14][CH2:15]C.[C:17]([OH:29])(=O)[CH2:18][C:19]([CH2:24][C:25](O)=O)([C:21]([OH:23])=[O:22])O, predict the reaction product. The product is: [OH:29][CH:17]1[CH:18]2[C:19]([C:21](=[O:22])[O:23][CH2:1]2)=[CH:24][CH:25]2[CH:11]1[CH2:12][CH2:13][CH2:14][CH2:15]2. (3) Given the reactants C[O:2][C:3]1(OC)[CH2:8][CH2:7][N:6]([C:9]2[CH:14]=[CH:13][C:12]([N:15]3[CH2:19][C@H:18]([CH2:20][OH:21])[O:17][C:16]3=[O:22])=[CH:11][C:10]=2[F:23])[CH2:5][CH:4]1[F:24].CSC.C(Cl)(=O)C, predict the reaction product. The product is: [O:2]=[C:3]1[CH2:8][CH2:7][N:6]([C:9]2[CH:14]=[CH:13][C:12]([N:15]3[CH2:19][C@H:18]([CH2:20][OH:21])[O:17][C:16]3=[O:22])=[CH:11][C:10]=2[F:23])[CH2:5][CH:4]1[F:24]. (4) Given the reactants [H-].[Al+3].[Li+].[H-].[H-].[H-].[CH2:7]([O:9][C:10]([NH:12][C:13]1[C:14]([C:18](OC)=[O:19])=[CH:15][S:16][CH:17]=1)=[O:11])[CH3:8].O.[OH-].[Na+], predict the reaction product. The product is: [CH2:7]([O:9][C:10]([NH:12][C:13]1[C:14]([CH:18]=[O:19])=[CH:15][S:16][CH:17]=1)=[O:11])[CH3:8]. (5) Given the reactants [C:1]([O:5][C:6]([N:8]1[CH:12]2[CH2:13][CH2:14][CH:9]1[C:10](=[O:19])[CH:11]2C(OC)=O)=[O:7])([CH3:4])([CH3:3])[CH3:2].Cl.CCN(CC)CC.CC(OC(OC(OC(C)(C)C)=O)=O)(C)C.[Cl-].[Na+], predict the reaction product. The product is: [C:1]([O:5][C:6]([N:8]1[CH:12]2[CH2:13][CH2:14][CH:9]1[C:10](=[O:19])[CH2:11]2)=[O:7])([CH3:4])([CH3:2])[CH3:3]. (6) Given the reactants [F:1][C:2]([F:27])([F:26])[C:3]1[CH:4]=[C:5]([NH:9][C:10](=[O:25])[CH2:11][C:12]([NH:14][C:15]2[CH:20]=[CH:19][CH:18]=[C:17]([C:21]([F:24])([F:23])[F:22])[CH:16]=2)=[O:13])[CH:6]=[CH:7][CH:8]=1.[CH3:28][S:29]([C:32]1[CH:39]=[CH:38][C:35]([CH:36]=O)=[CH:34][CH:33]=1)(=[O:31])=[O:30], predict the reaction product. The product is: [F:1][C:2]([F:26])([F:27])[C:3]1[CH:4]=[C:5]([NH:9][C:10](=[O:25])[C:11](=[CH:36][C:35]2[CH:34]=[CH:33][C:32]([S:29]([CH3:28])(=[O:31])=[O:30])=[CH:39][CH:38]=2)[C:12]([NH:14][C:15]2[CH:20]=[CH:19][CH:18]=[C:17]([C:21]([F:24])([F:23])[F:22])[CH:16]=2)=[O:13])[CH:6]=[CH:7][CH:8]=1.